From a dataset of Full USPTO retrosynthesis dataset with 1.9M reactions from patents (1976-2016). Predict the reactants needed to synthesize the given product. (1) The reactants are: [CH2:1]([Li])[CH2:2]CC.[Si](C#C)(C)(C)C.[C:12]1([C:18]([CH:20]2[CH:25]3[CH2:26][CH2:27][N:22]([CH2:23][CH2:24]3)[CH2:21]2)=[O:19])[CH:17]=[CH:16][CH:15]=[CH:14][CH:13]=1. Given the product [C:12]1([C:18]([CH:20]2[CH:25]3[CH2:26][CH2:27][N:22]([CH2:23][CH2:24]3)[CH2:21]2)([OH:19])[C:1]#[CH:2])[CH:13]=[CH:14][CH:15]=[CH:16][CH:17]=1, predict the reactants needed to synthesize it. (2) Given the product [O:10]=[S:11]1(=[O:34])[C:15]2[CH:16]=[CH:17][CH:18]=[CH:19][C:14]=2[C:13]([NH:20][C@@H:21]([CH2:26][C:27]2[CH:32]=[CH:31][C:30]([O:8][CH2:7][C:6]3[C:2]([CH3:1])=[N:3][O:4][C:5]=3[CH3:9])=[CH:29][CH:28]=2)[C:22]([O:24][CH3:25])=[O:23])=[N:12]1, predict the reactants needed to synthesize it. The reactants are: [CH3:1][C:2]1[C:6]([CH2:7][OH:8])=[C:5]([CH3:9])[O:4][N:3]=1.[O:10]=[S:11]1(=[O:34])[C:15]2[CH:16]=[CH:17][CH:18]=[CH:19][C:14]=2[C:13]([NH:20][C@@H:21]([CH2:26][C:27]2[CH:32]=[CH:31][C:30](O)=[CH:29][CH:28]=2)[C:22]([O:24][CH3:25])=[O:23])=[N:12]1.C1(P(C2C=CC=CC=2)C2C=CC=CC=2)C=CC=CC=1.CCOC(/N=N/C(OCC)=O)=O. (3) Given the product [NH2:31][C:32]1[S:33][CH:34]=[C:35]([CH2:37][C:38]([N:1]2[C:9]3[C:4](=[CH:5][C:6]([NH:10][C:11]([C:13]4[C:14]([C:19]5[CH:24]=[CH:23][CH:22]=[C:21]([C:25]([F:26])([F:27])[F:28])[CH:20]=5)=[CH:15][CH:16]=[CH:17][CH:18]=4)=[O:12])=[CH:7][CH:8]=3)[CH2:3][CH2:2]2)=[O:39])[N:36]=1, predict the reactants needed to synthesize it. The reactants are: [NH:1]1[C:9]2[C:4](=[CH:5][C:6]([NH:10][C:11]([C:13]3[C:14]([C:19]4[CH:24]=[CH:23][CH:22]=[C:21]([C:25]([F:28])([F:27])[F:26])[CH:20]=4)=[CH:15][CH:16]=[CH:17][CH:18]=3)=[O:12])=[CH:7][CH:8]=2)[CH2:3][CH2:2]1.C([NH:31][C:32]1[S:33][CH:34]=[C:35]([CH2:37][C:38](O)=[O:39])[N:36]=1)=O.O.ON1C2C=CC=CC=2N=N1.Cl.CN(C)CCCN=C=NCC. (4) Given the product [CH2:22]([C:24]([CH2:29][OH:30])([CH2:27][OH:28])[CH2:25][CH3:26])[OH:23].[C:7]([OH:11])(=[O:10])[CH:8]=[CH2:9].[C:12]([OH:16])(=[O:15])[CH:13]=[CH2:14].[C:17]([OH:21])(=[O:20])[CH:18]=[CH2:19].[CH2:22]([C:24]([CH2:29][OH:30])([CH2:27][OH:28])[CH2:25][CH3:26])[OH:23].[CH2:1]([NH2:6])[CH2:2][CH2:3][CH2:4][NH2:5], predict the reactants needed to synthesize it. The reactants are: [CH2:1]([NH2:6])[CH2:2][CH2:3][CH2:4][NH2:5].[C:7]([OH:11])(=[O:10])[CH:8]=[CH2:9].[C:12]([OH:16])(=[O:15])[CH:13]=[CH2:14].[C:17]([OH:21])(=[O:20])[CH:18]=[CH2:19].[CH2:22]([C:24]([CH2:29][OH:30])([CH2:27][OH:28])[CH2:25][CH3:26])[OH:23]. (5) Given the product [F:19][C:18]([F:21])([F:20])[O:17][C:13]1[CH:12]=[C:11]([C:8]2[N:6]3[N:7]=[C:2]([NH:29][C@@H:30]([CH2:33][CH3:34])[CH2:31][OH:32])[CH:3]=[CH:4][C:5]3=[N:10][CH:9]=2)[CH:16]=[CH:15][CH:14]=1, predict the reactants needed to synthesize it. The reactants are: Cl[C:2]1[CH:3]=[CH:4][C:5]2[N:6]([C:8]([C:11]3[CH:16]=[CH:15][CH:14]=[C:13]([O:17][C:18]([F:21])([F:20])[F:19])[CH:12]=3)=[CH:9][N:10]=2)[N:7]=1.C([NH:29][C@@H:30]([CH2:33][CH3:34])[CH2:31][OH:32])(OC(C)(C)C)=O.CC([O-])(C)C.[Na+]. (6) The reactants are: [NH2:1][C:2]1[CH:7]=[CH:6][C:5]([C:8]2[CH2:13][S:12][C:11]3=[N:14][N:15]=[C:16]([C:17]4[CH:22]=[CH:21][CH:20]=[CH:19][C:18]=4[O:23][CH3:24])[N:10]3[N:9]=2)=[CH:4][CH:3]=1.[CH3:25][C:26]([CH3:28])=O.C([BH3-])#N.[Na+]. Given the product [CH:26]([NH:1][C:2]1[CH:7]=[CH:6][C:5]([C:8]2[CH2:13][S:12][C:11]3=[N:14][N:15]=[C:16]([C:17]4[CH:22]=[CH:21][CH:20]=[CH:19][C:18]=4[O:23][CH3:24])[N:10]3[N:9]=2)=[CH:4][CH:3]=1)([CH3:28])[CH3:25], predict the reactants needed to synthesize it. (7) Given the product [O:25]1[CH:26]=[CH:27][C:23]([O:22][CH2:21][C@@H:19]2[O:18][C:17](=[O:28])[N:16]([C:13]3[CH:14]=[CH:15][C:7]4[C:6]5[NH:31][N:2]=[CH:4][C:5]=5[CH2:11][CH2:10][CH2:9][C:8]=4[CH:12]=3)[CH2:20]2)=[N:24]1, predict the reactants needed to synthesize it. The reactants are: C[N:2]([CH:4]=[C:5]1[CH2:11][CH2:10][CH2:9][C:8]2[CH:12]=[C:13]([N:16]3[CH2:20][C@H:19]([CH2:21][O:22][C:23]4[CH:27]=[CH:26][O:25][N:24]=4)[O:18][C:17]3=[O:28])[CH:14]=[CH:15][C:7]=2[C:6]1=O)C.O.[NH2:31]N. (8) Given the product [NH2:8][C:6]1[N:7]=[C:2]([Cl:1])[C:3]2[N:21]=[CH:22][C:23](=[O:24])[N:9]([CH2:10][C:11]3[C:19]([Cl:20])=[CH:18][C:14]4[O:15][CH2:16][O:17][C:13]=4[CH:12]=3)[C:4]=2[N:5]=1, predict the reactants needed to synthesize it. The reactants are: [Cl:1][C:2]1[N:7]=[C:6]([NH2:8])[N:5]=[C:4]([NH:9][CH2:10][C:11]2[C:19]([Cl:20])=[CH:18][C:14]3[O:15][CH2:16][O:17][C:13]=3[CH:12]=2)[C:3]=1[NH2:21].[C:22](OCC)(=O)[CH:23]=[O:24].C1(C)C=CC=CC=1.